From a dataset of Reaction yield outcomes from USPTO patents with 853,638 reactions. Predict the reaction yield, written as a fraction of the theoretical maximum amount of product (1.0 means a 100% yield; for example, 0.34 means a 34% yield). (1) The reactants are [F:1][C:2]1[CH:7]=[CH:6][C:5]([C:8]([C:10]2[N:11]=[C:12]([NH:20][C:21]3[CH:25]=[C:24]([CH3:26])[NH:23][N:22]=3)[C:13]3[S:18][CH:17]=[C:16]([CH3:19])[C:14]=3[N:15]=2)=[O:9])=[CH:4][CH:3]=1.[BH4-].[Na+]. The product is [F:1][C:2]1[CH:3]=[CH:4][C:5]([CH:8]([C:10]2[N:11]=[C:12]([NH:20][C:21]3[CH:25]=[C:24]([CH3:26])[NH:23][N:22]=3)[C:13]3[S:18][CH:17]=[C:16]([CH3:19])[C:14]=3[N:15]=2)[OH:9])=[CH:6][CH:7]=1. The catalyst is CO. The yield is 0.610. (2) The reactants are [CH3:1][Si:2]([C:5]#[CH:6])([CH3:4])[CH3:3].[Br:7][C:8]1[CH:9]=[N:10][CH:11]=[C:12](I)[CH:13]=1. The catalyst is C(N(CC)CC)C.C(#N)C.Cl[Pd](Cl)([P](C1C=CC=CC=1)(C1C=CC=CC=1)C1C=CC=CC=1)[P](C1C=CC=CC=1)(C1C=CC=CC=1)C1C=CC=CC=1. The product is [Br:7][C:8]1[CH:9]=[N:10][CH:11]=[C:12]([C:6]#[C:5][Si:2]([CH3:4])([CH3:3])[CH3:1])[CH:13]=1. The yield is 0.990. (3) The reactants are [CH2:1]([NH:8][C:9]1[N:14]2[N:15]=[CH:16][C:17]([C:18]([O:20][CH2:21][CH3:22])=[O:19])=[C:13]2[N:12]=[CH:11][C:10]=1[C:23]([OH:25])=O)[C:2]1[CH:7]=[CH:6][CH:5]=[CH:4][CH:3]=1.Cl.[CH3:27][CH:28]1[CH:33]([C:34]2[CH:39]=[CH:38][CH:37]=[CH:36][CH:35]=2)[CH2:32][CH2:31][NH:30][CH2:29]1.ON1C2C=CC=CC=2N=N1.Cl.C(N=C=NCCCN(C)C)C.C(=O)([O-])O.[Na+]. The catalyst is CN(C=O)C. The product is [CH2:1]([NH:8][C:9]1[N:14]2[N:15]=[CH:16][C:17]([C:18]([O:20][CH2:21][CH3:22])=[O:19])=[C:13]2[N:12]=[CH:11][C:10]=1[C:23]([N:30]1[CH2:31][CH2:32][CH:33]([C:34]2[CH:39]=[CH:38][CH:37]=[CH:36][CH:35]=2)[CH:28]([CH3:27])[CH2:29]1)=[O:25])[C:2]1[CH:7]=[CH:6][CH:5]=[CH:4][CH:3]=1. The yield is 0.810. (4) The reactants are [C:1]1([C:7]2[N:12]=[C:11]([C:13]([O-:15])=[O:14])[CH:10]=[N:9][CH:8]=2)[CH:6]=[CH:5][CH:4]=[CH:3][CH:2]=1.[Li+].[OH-].Cl. The catalyst is C1COCC1. The product is [C:1]1([C:7]2[N:12]=[C:11]([C:13]([OH:15])=[O:14])[CH:10]=[N:9][CH:8]=2)[CH:2]=[CH:3][CH:4]=[CH:5][CH:6]=1. The yield is 0.670. (5) The reactants are C([O:4][CH2:5][C:6]1[CH:11]=[CH:10][CH:9]=[C:8]([C:12]2[S:13][C:14]3[CH:22]=[CH:21][CH:20]=[CH:19][C:15]=3[C:16](=[O:18])[N:17]=2)[N:7]=1)(=O)C.C(=O)([O-])[O-].[K+].[K+]. The catalyst is CO. The product is [OH:4][CH2:5][C:6]1[N:7]=[C:8]([C:12]2[S:13][C:14]3[CH:22]=[CH:21][CH:20]=[CH:19][C:15]=3[C:16](=[O:18])[N:17]=2)[CH:9]=[CH:10][CH:11]=1. The yield is 0.700. (6) The reactants are O.C([O:9][C@@H:10]1[C@@H:16]([CH2:17][OH:18])[O:15][CH:13]([OH:14])[CH2:12][C@H:11]1[O:19][C:20](=[O:26])[CH2:21][CH2:22][CH2:23][CH2:24][CH3:25])C1C=CC=CC=1.[H][H]. The catalyst is C(O)C.[Pd]. The product is [CH3:25][CH2:24][CH2:23][CH2:22][CH2:21][C:20]([O:19][C@@H:11]([C@@H:10]([C@@H:16]([CH2:17][OH:18])[OH:15])[OH:9])[CH2:12][CH:13]=[O:14])=[O:26]. The yield is 0.730.